This data is from Forward reaction prediction with 1.9M reactions from USPTO patents (1976-2016). The task is: Predict the product of the given reaction. (1) Given the reactants [CH3:1][O:2][C:3]([CH2:5]P(OC)(OC)=O)=[O:4].[H-].[Na+].[CH3:14][O:15][C:16]1[CH:21]=[CH:20][C:19]([C:22]2[C:30]3[C:29]([NH:31][CH2:32][CH2:33][CH2:34][CH:35]=O)=[N:28][CH:27]=[N:26][C:25]=3[O:24][C:23]=2[C:37]2[CH:42]=[CH:41][CH:40]=[CH:39][CH:38]=2)=[CH:18][CH:17]=1, predict the reaction product. The product is: [CH3:1][O:2][C:3](=[O:4])/[CH:5]=[CH:35]/[CH2:34][CH2:33][CH2:32][NH:31][C:29]1[C:30]2[C:22]([C:19]3[CH:20]=[CH:21][C:16]([O:15][CH3:14])=[CH:17][CH:18]=3)=[C:23]([C:37]3[CH:38]=[CH:39][CH:40]=[CH:41][CH:42]=3)[O:24][C:25]=2[N:26]=[CH:27][N:28]=1. (2) The product is: [CH3:1][O:2][C:3](=[O:15])[CH2:4][CH2:5][C:6]1[CH:11]=[C:10]([Br:12])[C:9]([O:13][Si:25]([C:21]([CH3:24])([CH3:23])[CH3:22])([CH3:28])[CH3:27])=[CH:8][C:7]=1[CH3:14]. Given the reactants [CH3:1][O:2][C:3](=[O:15])[CH2:4][CH2:5][C:6]1[CH:11]=[C:10]([Br:12])[C:9]([OH:13])=[CH:8][C:7]=1[CH3:14].N1C=CN=C1.[C:21]([Si:25]([CH3:28])([CH3:27])Cl)([CH3:24])([CH3:23])[CH3:22], predict the reaction product.